From a dataset of Forward reaction prediction with 1.9M reactions from USPTO patents (1976-2016). Predict the product of the given reaction. (1) Given the reactants Br[C:2]1[CH:3]=[C:4]([CH:7]=[CH:8][C:9]=1[CH2:10][N:11]1[C:15]([CH2:16][CH2:17][CH2:18][OH:19])=[CH:14][N:13]=[CH:12]1)C#N.[NH:20]1[CH:24]=CN=C1.[Br-].[C:26]1(B(O)O)[CH:31]=[CH:30][CH:29]=[CH:28][CH:27]=1.C([O-])([O-])=O.[Na+].[Na+], predict the reaction product. The product is: [OH:19][CH2:18][CH2:17][CH2:16][C:15]1[N:11]([CH2:10][C:9]2[C:2]([C:26]3[CH:31]=[CH:30][CH:29]=[CH:28][CH:27]=3)=[CH:3][CH:4]=[C:7]([C:24]#[N:20])[CH:8]=2)[CH:12]=[N:13][CH:14]=1. (2) Given the reactants C1C(=O)N([Br:8])C(=O)C1.[Si:9]([O:16][C:17]1[C:18]([CH3:27])=[C:19]([CH:24]=[CH:25][CH:26]=1)[C:20]([O:22][CH3:23])=[O:21])([C:12]([CH3:15])([CH3:14])[CH3:13])([CH3:11])[CH3:10], predict the reaction product. The product is: [CH3:23][O:22][C:20](=[O:21])[C:19]1[CH:24]=[CH:25][CH:26]=[C:17]([O:16][Si:9]([C:12]([CH3:15])([CH3:14])[CH3:13])([CH3:10])[CH3:11])[C:18]=1[CH2:27][Br:8]. (3) Given the reactants [CH3:1][O:2][CH2:3][O:4][C:5]1[CH:13]=[C:12]([O:14][CH2:15][O:16][CH3:17])[CH:11]=[C:10]([CH3:18])[C:6]=1[C:7]([OH:9])=[O:8].[CH3:19][C@@H:20](O)[CH2:21][CH:22]=[CH2:23].C1(P(C2C=CC=CC=2)C2C=CC=CC=2)C=CC=CC=1.CC(OC(/N=N/C(OC(C)C)=O)=O)C, predict the reaction product. The product is: [CH3:1][O:2][CH2:3][O:4][C:5]1[CH:13]=[C:12]([O:14][CH2:15][O:16][CH3:17])[CH:11]=[C:10]([CH3:18])[C:6]=1[C:7]([O:9][C@H:22]([CH2:21][CH:20]=[CH2:19])[CH3:23])=[O:8]. (4) Given the reactants [CH3:1][C:2]1[O:6][N:5]=[C:4]([C:7]2[CH:12]=[CH:11][CH:10]=[CH:9][CH:8]=2)[C:3]=1[C:13]1[N:14]=[C:15]([CH3:18])[NH:16][CH:17]=1.F[C:20]1[CH:25]=[CH:24][C:23]([N+:26]([O-:28])=[O:27])=[CH:22][CH:21]=1, predict the reaction product. The product is: [CH3:1][C:2]1[O:6][N:5]=[C:4]([C:7]2[CH:8]=[CH:9][CH:10]=[CH:11][CH:12]=2)[C:3]=1[C:13]1[N:14]=[C:15]([CH3:18])[N:16]([C:20]2[CH:25]=[CH:24][C:23]([N+:26]([O-:28])=[O:27])=[CH:22][CH:21]=2)[CH:17]=1. (5) Given the reactants [O:1]=[C:2]1[N:13]2[C:14]3[C:9]([CH2:10][CH2:11][CH2:12]2)=[CH:8][CH:7]=[CH:6][C:5]=3[CH:4]=[C:3]1[C:15]([O:17][CH2:18][CH3:19])=[O:16].C(O[CH2:24][C:25]([CH2:27][Si](C)(C)C)=[CH2:26])(=O)C.C(OP(OCC)OCC)C, predict the reaction product. The product is: [CH2:24]=[C:25]1[CH2:27][C@@:3]2([C:15]([O:17][CH2:18][CH3:19])=[O:16])[C:2](=[O:1])[N:13]3[CH2:12][CH2:11][CH2:10][C:9]4[CH:8]=[CH:7][CH:6]=[C:5]([C:14]3=4)[C@H:4]2[CH2:26]1.